From a dataset of Peptide-MHC class I binding affinity with 185,985 pairs from IEDB/IMGT. Regression. Given a peptide amino acid sequence and an MHC pseudo amino acid sequence, predict their binding affinity value. This is MHC class I binding data. The peptide sequence is SSSDEQQSLY. The MHC is Mamu-A02 with pseudo-sequence Mamu-A02. The binding affinity (normalized) is 1.00.